Dataset: Full USPTO retrosynthesis dataset with 1.9M reactions from patents (1976-2016). Task: Predict the reactants needed to synthesize the given product. (1) Given the product [CH2:18]([O:20][C:21]1[CH:22]=[C:23]([C:37]2[CH:42]=[CH:41][C:40]([CH2:43][C:44]([NH:10][C:9]3[CH:11]=[C:12]([C:14]([F:15])([F:17])[F:16])[CH:13]=[C:7]([N:4]4[CH:5]=[CH:6][C:2]([CH3:1])=[N:3]4)[CH:8]=3)=[O:45])=[C:39]([F:47])[CH:38]=2)[CH:24]=[N:25][C:26]=1[O:27][CH2:28][C:29]1[CH:30]=[CH:31][C:32]([O:35][CH3:36])=[CH:33][CH:34]=1)[CH3:19], predict the reactants needed to synthesize it. The reactants are: [CH3:1][C:2]1[CH:6]=[CH:5][N:4]([C:7]2[CH:8]=[C:9]([CH:11]=[C:12]([C:14]([F:17])([F:16])[F:15])[CH:13]=2)[NH2:10])[N:3]=1.[CH2:18]([O:20][C:21]1[CH:22]=[C:23]([C:37]2[CH:42]=[CH:41][C:40]([CH2:43][C:44](O)=[O:45])=[C:39]([F:47])[CH:38]=2)[CH:24]=[N:25][C:26]=1[O:27][CH2:28][C:29]1[CH:34]=[CH:33][C:32]([O:35][CH3:36])=[CH:31][CH:30]=1)[CH3:19].C(P1(=O)OP(CCC)(=O)OP(CCC)(=O)O1)CC.O. (2) Given the product [Br:1][C:2]1[CH:3]=[CH:4][C:5]([C:8]2[N:12]([CH2:20][C@@H:21]3[CH2:25][CH2:24][N:23]([C:26]([O:28][C:29]([CH3:30])([CH3:32])[CH3:31])=[O:27])[CH2:22]3)[CH:11]=[CH:10][N:9]=2)=[CH:6][CH:7]=1, predict the reactants needed to synthesize it. The reactants are: [Br:1][C:2]1[CH:7]=[CH:6][C:5]([C:8]2[NH:9][CH:10]=[CH:11][N:12]=2)=[CH:4][CH:3]=1.[H-].[Na+].CS(O[CH2:20][C@@H:21]1[CH2:25][CH2:24][N:23]([C:26]([O:28][C:29]([CH3:32])([CH3:31])[CH3:30])=[O:27])[CH2:22]1)(=O)=O. (3) Given the product [OH:12][CH:8]1[C:7]2[C:6](=[C:5]([C:13]([NH:15][CH2:16][CH2:17][N:18]3[C:26]4[CH2:25][CH2:24][CH2:23][CH2:22][C:21]=4[C:20]([C:27]([F:29])([F:30])[F:28])=[N:19]3)=[O:14])[S:4][C:3]=2[S:2][CH3:1])[CH2:11][CH2:10][CH2:9]1, predict the reactants needed to synthesize it. The reactants are: [CH3:1][S:2][C:3]1[S:4][C:5]([C:13]([NH:15][CH2:16][CH2:17][N:18]2[C:26]3[CH2:25][CH2:24][CH2:23][CH2:22][C:21]=3[C:20]([C:27]([F:30])([F:29])[F:28])=[N:19]2)=[O:14])=[C:6]2[CH2:11][CH2:10][CH2:9][C:8](=[O:12])[C:7]=12.[BH4-].[Na+].O. (4) Given the product [Cl:1][C:2]1[C:3]([O:9][CH2:10][CH2:11][F:12])=[CH:4][CH:5]=[C:6]([F:8])[C:7]=1[CH:21]=[O:22], predict the reactants needed to synthesize it. The reactants are: [Cl:1][C:2]1[CH:7]=[C:6]([F:8])[CH:5]=[CH:4][C:3]=1[O:9][CH2:10][CH2:11][F:12].[Li]CCCC.CN([CH:21]=[O:22])C. (5) Given the product [CH3:1][O:5][C:6](=[O:22])[CH2:7][N:8]1[C:16]2[C:15](=[O:25])[C@@H:14]3[CH2:13][C@@H:12]3[C:11]=2[C:10]([C:17]([O:19][CH2:20][CH3:21])=[O:18])=[N:9]1, predict the reactants needed to synthesize it. The reactants are: [C:1]([O:5][C:6](=[O:22])[CH2:7][N:8]1[C:16]2[CH2:15][CH2:14][CH2:13][CH2:12][C:11]=2[C:10]([C:17]([O:19][CH2:20][CH3:21])=[O:18])=[N:9]1)(C)(C)C.CC(OI1(OC(C)=O)(OC(C)=O)OC(=O)C2C=CC=CC1=2)=[O:25].